This data is from hERG Central: cardiac toxicity at 1µM, 10µM, and general inhibition. The task is: Predict hERG channel inhibition at various concentrations. (1) The compound is CN(C1CCCC1)C1CCN(C(=O)CNC(=O)/C=C/c2cccc(C(F)(F)F)c2)CC1. Results: hERG_inhib (hERG inhibition (general)): blocker. (2) The molecule is CCOc1ccc(N2C=Nc3ccc(OCC)cc3C2)cc1. Results: hERG_inhib (hERG inhibition (general)): blocker. (3) The molecule is O=C1NC(=O)C(CCc2ccncc2)(CCc2ccccn2)C(=O)N1c1ccc(Br)cc1. Results: hERG_inhib (hERG inhibition (general)): blocker. (4) The drug is COCCCNCCOc1ccc(C(C)(C)c2ccccc2)cc1.O=C(O)C(=O)O. Results: hERG_inhib (hERG inhibition (general)): blocker. (5) The compound is CCOc1cc(/C=N\Nc2ncc(F)c(N3CCOCC3)n2)ccc1Oc1nc(Cl)ncc1F. Results: hERG_inhib (hERG inhibition (general)): blocker.